Predict the product of the given reaction. From a dataset of Forward reaction prediction with 1.9M reactions from USPTO patents (1976-2016). (1) Given the reactants [F:1][C:2]1[C:7]([NH2:8])=[CH:6][CH:5]=[C:4]([F:9])[C:3]=1[NH:10][C:11]1[C:16]([C:17]2[N:25]=[CH:24][N:23]=[C:22]3[C:18]=2[N:19]=[CH:20][N:21]3[CH:26]2[CH2:31][CH2:30][CH2:29][CH2:28][O:27]2)=[CH:15][CH:14]=[CH:13][N:12]=1.[F:32][C:33]([F:46])([F:45])[O:34][C:35]1[CH:40]=[CH:39][C:38]([S:41](Cl)(=[O:43])=[O:42])=[CH:37][CH:36]=1.N1C=CC=CC=1, predict the reaction product. The product is: [F:1][C:2]1[C:3]([NH:10][C:11]2[C:16]([C:17]3[N:25]=[CH:24][N:23]=[C:22]4[C:18]=3[N:19]=[CH:20][N:21]4[CH:26]3[CH2:31][CH2:30][CH2:29][CH2:28][O:27]3)=[CH:15][CH:14]=[CH:13][N:12]=2)=[C:4]([F:9])[CH:5]=[CH:6][C:7]=1[NH:8][S:41]([C:38]1[CH:37]=[CH:36][C:35]([O:34][C:33]([F:32])([F:45])[F:46])=[CH:40][CH:39]=1)(=[O:43])=[O:42]. (2) Given the reactants [CH3:1][C:2]1[N:7]=[C:6]([NH:8][C:9]2[CH:14]=[CH:13][CH:12]=[C:11]([CH3:15])[N:10]=2)[CH:5]=[CH:4][CH:3]=1.[OH-].[K+].I[CH2:19][CH2:20][CH3:21], predict the reaction product. The product is: [CH3:1][C:2]1[N:7]=[C:6]([N:8]([C:9]2[CH:14]=[CH:13][CH:12]=[C:11]([CH3:15])[N:10]=2)[CH2:19][CH2:20][CH3:21])[CH:5]=[CH:4][CH:3]=1. (3) The product is: [N+:8]([C:7]1[CH:6]=[CH:5][C:4]([O:11][CH2:16][C:17]2[CH:26]=[CH:25][C:24]3[C:19](=[CH:20][CH:21]=[CH:22][CH:23]=3)[N:18]=2)=[CH:3][C:2]=1[NH2:1])([O-:10])=[O:9]. Given the reactants [NH2:1][C:2]1[CH:3]=[C:4]([OH:11])[CH:5]=[CH:6][C:7]=1[N+:8]([O-:10])=[O:9].[OH-].[Na+].Cl.Cl[CH2:16][C:17]1[CH:26]=[CH:25][C:24]2[C:19](=[CH:20][CH:21]=[CH:22][CH:23]=2)[N:18]=1.CCOC(C)=O, predict the reaction product. (4) Given the reactants C[Si]([N:5]=[C:6]=[O:7])(C)C.[Cl:8][C:9]1[CH:10]=[CH:11][C:12]([C:15]2[N:19]([C:20]3[CH:21]=[N:22][CH:23]=[CH:24][CH:25]=3)[N:18]=[C:17]([C:26]([N:28]3[CH2:33][CH2:32][CH2:31][CH2:30][NH:29]3)=[O:27])[CH:16]=2)=[N:13][CH:14]=1.CO, predict the reaction product. The product is: [Cl:8][C:9]1[CH:10]=[CH:11][C:12]([C:15]2[N:19]([C:20]3[CH:21]=[N:22][CH:23]=[CH:24][CH:25]=3)[N:18]=[C:17]([C:26]([N:28]3[CH2:33][CH2:32][CH2:31][CH2:30][N:29]3[C:6](=[O:7])[NH2:5])=[O:27])[CH:16]=2)=[N:13][CH:14]=1.